This data is from Full USPTO retrosynthesis dataset with 1.9M reactions from patents (1976-2016). The task is: Predict the reactants needed to synthesize the given product. (1) Given the product [O:19]1[C:20]2[CH:21]=[CH:22][C:14]([C:13]([N:4]3[CH2:5][CH:6]=[CH:8][CH2:1][CH2:3]3)=[O:23])=[CH:15][C:16]=2[O:17][CH2:18]1, predict the reactants needed to synthesize it. The reactants are: [C:1]([C:8]1NC=CN=1)([C:3]1[NH:4][CH:5]=[CH:6]N=1)=O.[C:13](O)(=[O:23])[C:14]1[CH:22]=[CH:21][C:20]2[O:19][CH2:18][O:17][C:16]=2[CH:15]=1.C(Cl)(=O)C1C=CC2OCOC=2C=1.N1CC=CCC1. (2) Given the product [CH:1]1([S:6]([C:9]2[CH:10]=[CH:11][C:12]([CH2:15][CH2:16][CH2:17][CH2:18][O:19][CH2:20][CH2:21][CH2:22][CH2:23][CH2:24][CH2:25][NH:26][CH2:27][C@@H:28]([C:30]3[CH:41]=[CH:40][C:33]4[O:34][C:35]([CH3:38])([CH3:39])[O:36][CH2:37][C:32]=4[CH:31]=3)[OH:29])=[CH:13][CH:14]=2)(=[O:8])=[O:7])[CH2:5][CH2:4][CH2:3][CH2:2]1, predict the reactants needed to synthesize it. The reactants are: [CH:1]1([S:6]([C:9]2[CH:14]=[CH:13][C:12]([C:15]#[C:16][CH2:17][CH2:18][O:19][CH2:20][CH2:21][CH2:22][CH2:23][CH2:24][CH2:25][NH:26][CH2:27][C@@H:28]([C:30]3[CH:41]=[CH:40][C:33]4[O:34][C:35]([CH3:39])([CH3:38])[O:36][CH2:37][C:32]=4[CH:31]=3)[OH:29])=[CH:11][CH:10]=2)(=[O:8])=[O:7])[CH2:5][CH2:4][CH2:3][CH2:2]1. (3) Given the product [NH2:1][C:2]1[C:7]([F:8])=[C:6]([C:9]2[CH:14]=[CH:13][C:12]([Cl:15])=[C:11]([O:16][CH3:17])[C:10]=2[F:18])[N:5]=[C:4]([C:19]([OH:29])=[O:20])[C:3]=1[Cl:21], predict the reactants needed to synthesize it. The reactants are: [NH2:1][C:2]1[C:7]([F:8])=[C:6]([C:9]2[CH:14]=[CH:13][C:12]([Cl:15])=[C:11]([O:16][CH3:17])[C:10]=2[F:18])[N:5]=[C:4]([CH:19]=[O:20])[C:3]=1[Cl:21].CC(=CC)C.O.O.[OH:29]P([O-])([O-])=O.[Na+].[Na+].Cl([O-])=O.[Na+]. (4) Given the product [C:4]([OH:17])(=[O:16])[CH:5]=[CH2:6].[NH2:1][C:2]([O:39][CH2:27][CH3:28])=[O:3], predict the reactants needed to synthesize it. The reactants are: [N-:1]=[C:2]=[O:3].[C:4]([O-:17])(=[O:16])[CH2:5][CH2:6]CCCCCCCCC.C([Sn+2]CCCC)CCC.[C:27]([O-])(=[O:39])[CH2:28]CCCCCCCCCC.C([O-])(=O)C=C. (5) Given the product [OH:17][C:14]1[CH:15]=[CH:16][C:11]([NH:10][C:8]([C:4]2[CH:3]=[C:2]([N:20]([CH3:19])[CH:21]3[CH2:26][CH2:25][CH:24]([CH3:27])[CH2:23][CH2:22]3)[N:7]=[CH:6][N:5]=2)=[O:9])=[C:12]([CH3:18])[CH:13]=1, predict the reactants needed to synthesize it. The reactants are: Cl[C:2]1[N:7]=[CH:6][N:5]=[C:4]([C:8]([NH:10][C:11]2[CH:16]=[CH:15][C:14]([OH:17])=[CH:13][C:12]=2[CH3:18])=[O:9])[CH:3]=1.[CH3:19][NH:20][CH:21]1[CH2:26][CH2:25][CH:24]([CH3:27])[CH2:23][CH2:22]1. (6) Given the product [Br:1][C:2]1[CH:7]=[C:6]([CH3:8])[CH:5]=[C:4]([CH2:9][Br:10])[CH:3]=1, predict the reactants needed to synthesize it. The reactants are: [Br:1][C:2]1[CH:3]=[C:4]([CH3:9])[CH:5]=[C:6]([CH3:8])[CH:7]=1.[Br:10]N1C(=O)CCC1=O.C(OOC(=O)C1C=CC=CC=1)(C)(C)C. (7) Given the product [Si:1]([O:8][CH2:9][C@H:10]([NH:17][C:18]([C:20]1[N:24]2[CH:25]=[CH:26][CH:27]=[C:28]([O:29][CH2:36][CH:31]3[CH2:35][CH2:34][CH2:33][CH2:32]3)[C:23]2=[N:22][C:21]=1[CH3:30])=[O:19])[C:11]1[CH:16]=[CH:15][CH:14]=[CH:13][CH:12]=1)([C:4]([CH3:7])([CH3:6])[CH3:5])([CH3:3])[CH3:2], predict the reactants needed to synthesize it. The reactants are: [Si:1]([O:8][CH2:9][C@H:10]([NH:17][C:18]([C:20]1[N:24]2[CH:25]=[CH:26][CH:27]=[C:28]([OH:29])[C:23]2=[N:22][C:21]=1[CH3:30])=[O:19])[C:11]1[CH:16]=[CH:15][CH:14]=[CH:13][CH:12]=1)([C:4]([CH3:7])([CH3:6])[CH3:5])([CH3:3])[CH3:2].[CH:31]1([CH2:36]O)[CH2:35][CH2:34][CH2:33][CH2:32]1.C(P(=CC#N)(CCCC)CCCC)CCC.